This data is from Forward reaction prediction with 1.9M reactions from USPTO patents (1976-2016). The task is: Predict the product of the given reaction. Given the reactants [NH2:1][CH:2]1[C:8](=[O:9])[N:7](CC2C=CC(OC)=CC=2)[C:6]2[CH:19]=[CH:20][CH:21]=[CH:22][C:5]=2[C:4]([C:23]2[C:28]([Cl:29])=[CH:27][C:26]([Cl:30])=[CH:25][C:24]=2[Cl:31])=[N:3]1.[Cl:32][C:33]1[CH:34]=[CH:35][C:36]([O:42][CH2:43][CH2:44][NH:45][S:46]([CH3:49])(=[O:48])=[O:47])=[C:37]([CH:41]=1)[C:38](O)=[O:39], predict the reaction product. The product is: [Cl:32][C:33]1[CH:34]=[CH:35][C:36]([O:42][CH2:43][CH2:44][NH:45][S:46]([CH3:49])(=[O:48])=[O:47])=[C:37]([CH:41]=1)[C:38]([NH:1][CH:2]1[C:8](=[O:9])[NH:7][C:6]2[CH:19]=[CH:20][CH:21]=[CH:22][C:5]=2[C:4]([C:23]2[C:24]([Cl:31])=[CH:25][C:26]([Cl:30])=[CH:27][C:28]=2[Cl:29])=[N:3]1)=[O:39].